Dataset: Reaction yield outcomes from USPTO patents with 853,638 reactions. Task: Predict the reaction yield, written as a fraction of the theoretical maximum amount of product (1.0 means a 100% yield; for example, 0.34 means a 34% yield). The yield is 0.0700. The reactants are Cl.C(O[CH:5]([C:7]1[CH:8]=[C:9]2[C:13](=[CH:14][CH:15]=1)[NH:12][N:11]=[C:10]2[C:16]1[CH:21]=[CH:20][C:19]([F:22])=[CH:18][CH:17]=1)[NH2:6])C.[NH2:23][NH:24][C:25](=O)[CH2:26][N:27]1[CH2:32][CH2:31][CH:30]([OH:33])[CH2:29][CH2:28]1.C[O-].[Na+].Cl. The product is [F:22][C:19]1[CH:18]=[CH:17][C:16]([C:10]2[C:9]3[C:13](=[CH:14][CH:15]=[C:7]([C:5]4[NH:6][C:25]([CH2:26][N:27]5[CH2:32][CH2:31][CH:30]([OH:33])[CH2:29][CH2:28]5)=[N:24][N:23]=4)[CH:8]=3)[NH:12][N:11]=2)=[CH:21][CH:20]=1. The catalyst is CO.